This data is from Forward reaction prediction with 1.9M reactions from USPTO patents (1976-2016). The task is: Predict the product of the given reaction. (1) Given the reactants [CH:1]1([C:7]2[CH:12]=[CH:11][C:10]([N+:13]([O-:15])=[O:14])=[CH:9][CH:8]=2)[CH2:6][CH2:5][CH2:4][CH2:3][CH2:2]1.[Br:16]N1C(=O)CCC1=O.C(OOC(=O)C1C=CC=CC=1)(=O)C1C=CC=CC=1, predict the reaction product. The product is: [Br:16][C:1]1([C:7]2[CH:8]=[CH:9][C:10]([N+:13]([O-:15])=[O:14])=[CH:11][CH:12]=2)[CH2:2][CH2:3][CH2:4][CH2:5][CH2:6]1. (2) Given the reactants [N:1]1[CH:6]=[CH:5][CH:4]=[C:3]([CH:7]=[CH:8][C:9]([OH:11])=O)[CH:2]=1.[OH-].[Na+].[NH2:14][CH2:15][C:16]1[CH:24]=[CH:23][C:19]([C:20]([OH:22])=[O:21])=[CH:18][CH:17]=1, predict the reaction product. The product is: [N:1]1[CH:6]=[CH:5][CH:4]=[C:3]([CH:7]=[CH:8][C:9]([NH:14][CH2:15][C:16]2[CH:17]=[CH:18][C:19]([C:20]([OH:22])=[O:21])=[CH:23][CH:24]=2)=[O:11])[CH:2]=1. (3) Given the reactants [CH3:1][N:2]([CH3:15])[CH2:3][CH2:4][C:5]1[S:9][C:8]2[CH:10]=[C:11]([CH3:14])[CH:12]=[CH:13][C:7]=2[CH:6]=1.[Br:16]Br.CC(OC)(C)C, predict the reaction product. The product is: [Br:16][C:6]1[C:7]2[CH:13]=[CH:12][C:11]([CH3:14])=[CH:10][C:8]=2[S:9][C:5]=1[CH2:4][CH2:3][N:2]([CH3:1])[CH3:15].